This data is from NCI-60 drug combinations with 297,098 pairs across 59 cell lines. The task is: Regression. Given two drug SMILES strings and cell line genomic features, predict the synergy score measuring deviation from expected non-interaction effect. (1) Drug 1: C1=NC2=C(N1)C(=S)N=CN2. Drug 2: C1=NNC2=C1C(=O)NC=N2. Cell line: DU-145. Synergy scores: CSS=22.8, Synergy_ZIP=-0.284, Synergy_Bliss=1.40, Synergy_Loewe=-10.6, Synergy_HSA=-1.10. (2) Drug 1: C1=C(C(=O)NC(=O)N1)F. Drug 2: C1CN(CCN1C(=O)CCBr)C(=O)CCBr. Cell line: DU-145. Synergy scores: CSS=39.1, Synergy_ZIP=-6.71, Synergy_Bliss=-3.43, Synergy_Loewe=-1.74, Synergy_HSA=1.34. (3) Drug 1: CC1=C(C=C(C=C1)C(=O)NC2=CC(=CC(=C2)C(F)(F)F)N3C=C(N=C3)C)NC4=NC=CC(=N4)C5=CN=CC=C5. Drug 2: C(CCl)NC(=O)N(CCCl)N=O. Cell line: SN12C. Synergy scores: CSS=2.70, Synergy_ZIP=0.382, Synergy_Bliss=-2.91, Synergy_Loewe=-5.90, Synergy_HSA=-6.70. (4) Drug 1: CC(CN1CC(=O)NC(=O)C1)N2CC(=O)NC(=O)C2. Drug 2: CN1C2=C(C=C(C=C2)N(CCCl)CCCl)N=C1CCCC(=O)O.Cl. Cell line: SW-620. Synergy scores: CSS=37.5, Synergy_ZIP=-0.414, Synergy_Bliss=3.39, Synergy_Loewe=-2.38, Synergy_HSA=1.84. (5) Drug 1: C1CNP(=O)(OC1)N(CCCl)CCCl. Drug 2: C1C(C(OC1N2C=NC(=NC2=O)N)CO)O. Cell line: HCC-2998. Synergy scores: CSS=20.4, Synergy_ZIP=-0.211, Synergy_Bliss=-3.41, Synergy_Loewe=-28.3, Synergy_HSA=-3.92.